From a dataset of NCI-60 drug combinations with 297,098 pairs across 59 cell lines. Regression. Given two drug SMILES strings and cell line genomic features, predict the synergy score measuring deviation from expected non-interaction effect. (1) Drug 1: CCC1=CC2CC(C3=C(CN(C2)C1)C4=CC=CC=C4N3)(C5=C(C=C6C(=C5)C78CCN9C7C(C=CC9)(C(C(C8N6C)(C(=O)OC)O)OC(=O)C)CC)OC)C(=O)OC.C(C(C(=O)O)O)(C(=O)O)O. Drug 2: COCCOC1=C(C=C2C(=C1)C(=NC=N2)NC3=CC=CC(=C3)C#C)OCCOC.Cl. Cell line: MDA-MB-231. Synergy scores: CSS=32.7, Synergy_ZIP=-6.19, Synergy_Bliss=1.48, Synergy_Loewe=-23.2, Synergy_HSA=2.61. (2) Drug 1: CCN(CC)CCCC(C)NC1=C2C=C(C=CC2=NC3=C1C=CC(=C3)Cl)OC. Synergy scores: CSS=27.5, Synergy_ZIP=-1.60, Synergy_Bliss=4.36, Synergy_Loewe=-56.1, Synergy_HSA=3.60. Cell line: NCIH23. Drug 2: C1CNP(=O)(OC1)N(CCCl)CCCl.